The task is: Binary Classification. Given a drug SMILES string, predict its activity (active/inactive) in a high-throughput screening assay against a specified biological target.. This data is from HIV replication inhibition screening data with 41,000+ compounds from the AIDS Antiviral Screen. (1) The molecule is c1ccc(NC2(c3nnnn3C3CCCCC3)CCNCC2)cc1. The result is 0 (inactive). (2) The drug is CCCN(CCCC(NC(C)=O)C(=O)NCc1ccccc1)C(=O)N(C)N=O. The result is 0 (inactive). (3) The drug is Cc1ccnc2c1ccc1nc3ccccc3n12. The result is 0 (inactive). (4) The molecule is CCOC(=O)c1cc2c3c(c1)C(=O)C(C)CN3CC(C)C2=O. The result is 0 (inactive). (5) The molecule is CCOC(=O)C(=CNC(=S)c1ccncc1)C(=O)OCC. The result is 0 (inactive). (6) The molecule is Cn1c([N+](=O)[O-])cnc1CSc1ccc(C#N)cc1. The result is 1 (active).